This data is from Catalyst prediction with 721,799 reactions and 888 catalyst types from USPTO. The task is: Predict which catalyst facilitates the given reaction. (1) Reactant: [C:1]([CH2:3][O:4][CH:5]([C:16]1[CH:21]=[CH:20][CH:19]=[CH:18][CH:17]=1)[C:6]1[CH:7]=[C:8]([CH:13]=[CH:14][CH:15]=1)[C:9]([O:11][CH3:12])=[O:10])#[N:2]. Product: [NH2:2][CH2:1][CH2:3][O:4][CH:5]([C:16]1[CH:17]=[CH:18][CH:19]=[CH:20][CH:21]=1)[C:6]1[CH:7]=[C:8]([CH:13]=[CH:14][CH:15]=1)[C:9]([O:11][CH3:12])=[O:10]. The catalyst class is: 1. (2) Reactant: [CH3:1][N:2]1[CH:7]([C:8]2[CH:15]=[CH:14][C:11]([C:12]#[N:13])=[CH:10][C:9]=2[S:16][CH3:17])[C:6]2[C:18](=[O:21])[CH2:19][CH2:20][C:5]=2[N:4]([C:22]2[CH:27]=[CH:26][CH:25]=[C:24]([C:28]([F:31])([F:30])[F:29])[CH:23]=2)[C:3]1=[O:32].ClC1C=C(C=CC=1)C(OO)=[O:38]. Product: [CH3:1][N:2]1[CH:7]([C:8]2[CH:15]=[CH:14][C:11]([C:12]#[N:13])=[CH:10][C:9]=2[S:16]([CH3:17])=[O:38])[C:6]2[C:18](=[O:21])[CH2:19][CH2:20][C:5]=2[N:4]([C:22]2[CH:27]=[CH:26][CH:25]=[C:24]([C:28]([F:30])([F:31])[F:29])[CH:23]=2)[C:3]1=[O:32]. The catalyst class is: 4.